Dataset: Peptide-MHC class II binding affinity with 134,281 pairs from IEDB. Task: Regression. Given a peptide amino acid sequence and an MHC pseudo amino acid sequence, predict their binding affinity value. This is MHC class II binding data. (1) The peptide sequence is HFSNVFRSVMAPFTM. The MHC is HLA-DQA10401-DQB10402 with pseudo-sequence HLA-DQA10401-DQB10402. The binding affinity (normalized) is 0.279. (2) The peptide sequence is KDVTFRNITGTSSTP. The MHC is HLA-DPA10103-DPB10401 with pseudo-sequence HLA-DPA10103-DPB10401. The binding affinity (normalized) is 0.0736.